Dataset: Reaction yield outcomes from USPTO patents with 853,638 reactions. Task: Predict the reaction yield, written as a fraction of the theoretical maximum amount of product (1.0 means a 100% yield; for example, 0.34 means a 34% yield). (1) The reactants are [Cl:1][C:2]1[N:7]=[C:6](/[CH:8]=[C:9](/[C:11]2[CH:12]=[C:13]([NH:17][S:18]([C:21]3[C:26]([F:27])=[CH:25][CH:24]=[CH:23][C:22]=3[F:28])(=[O:20])=[O:19])[CH:14]=[CH:15][CH:16]=2)\O)[CH:5]=[CH:4][N:3]=1.C1C(=O)N(Br)C(=O)C1.[N:37]1([C:42](=[S:44])[NH2:43])[CH2:41][CH2:40][CH2:39][CH2:38]1. The catalyst is C(Cl)Cl. The product is [Cl:1][C:2]1[N:7]=[C:6]([C:8]2[S:44][C:42]([N:37]3[CH2:41][CH2:40][CH2:39][CH2:38]3)=[N:43][C:9]=2[C:11]2[CH:12]=[C:13]([NH:17][S:18]([C:21]3[C:26]([F:27])=[CH:25][CH:24]=[CH:23][C:22]=3[F:28])(=[O:20])=[O:19])[CH:14]=[CH:15][CH:16]=2)[CH:5]=[CH:4][N:3]=1. The yield is 0.410. (2) The reactants are Br[C:2]1[N:7]=[C:6]2[N:8]([CH2:13][CH2:14][O:15][CH3:16])[C:9](=[O:12])[CH2:10][NH:11][C:5]2=[N:4][CH:3]=1.Br[C:18]1[C:19]([NH:25][CH2:26][C:27](OCC)=O)=NC=C(Br)N=1.[CH3:32]OCCN.[CH:37](N(C(C)C)CC)([CH3:39])[CH3:38].C(OCC)(=O)C.[OH2:52]. The catalyst is CS(C)=O.C(O)(=O)C. The product is [OH:52][C:37]([C:19]1[N:25]=[CH:26][C:27]([C:2]2[N:7]=[C:6]3[N:8]([CH2:13][CH2:14][O:15][CH3:16])[C:9](=[O:12])[CH2:10][NH:11][C:5]3=[N:4][CH:3]=2)=[CH:32][CH:18]=1)([CH3:39])[CH3:38]. The yield is 0.270. (3) The reactants are [CH3:1][O:2][C:3]1[CH:4]=[C:5](Br)[CH:6]=[C:7]([O:11][CH3:12])[C:8]=1[O:9][CH3:10].[Mg].[CH3:15][O:16][C:17]1[CH:18]=[C:19]([CH:22]=[CH:23][C:24]=1[N+:25]([O-:27])=[O:26])[CH:20]=[O:21]. No catalyst specified. The product is [CH3:15][O:16][C:17]1[CH:18]=[C:19]([CH:20]([C:5]2[CH:4]=[C:3]([O:2][CH3:1])[C:8]([O:9][CH3:10])=[C:7]([O:11][CH3:12])[CH:6]=2)[OH:21])[CH:22]=[CH:23][C:24]=1[N+:25]([O-:27])=[O:26]. The yield is 0.600.